This data is from Forward reaction prediction with 1.9M reactions from USPTO patents (1976-2016). The task is: Predict the product of the given reaction. (1) Given the reactants [OH:1][C:2]1[CH:7]=[C:6]([CH2:8][O:9][CH3:10])[N:5]=[C:4]([S:11][CH3:12])[N:3]=1.C1C(=O)N([Cl:20])C(=O)C1.CN(C=O)C.C(Cl)Cl, predict the reaction product. The product is: [Cl:20][C:7]1[C:2]([OH:1])=[N:3][C:4]([S:11][CH3:12])=[N:5][C:6]=1[CH2:8][O:9][CH3:10]. (2) The product is: [Br:14][C:15]1[CH:16]=[CH:17][C:18]([O:6][CH2:5][CH2:4][CH:1]2[CH2:3][CH2:2]2)=[N:19][CH:20]=1. Given the reactants [CH:1]1([CH2:4][CH2:5][OH:6])[CH2:3][CH2:2]1.CN(C=O)C.[H-].[Na+].[Br:14][C:15]1[CH:16]=[CH:17][C:18](F)=[N:19][CH:20]=1, predict the reaction product. (3) Given the reactants [CH3:1][C:2]1[CH:6]=[C:5]([N:7]2[CH2:11][CH2:10][NH:9][C:8]2=[O:12])[S:4][C:3]=1[C:13]([O:15][CH2:16][CH3:17])=[O:14].[H-].[Na+].[F:20][C:21]([F:31])([F:30])[C:22]1[CH:29]=[CH:28][C:25]([CH2:26]Br)=[CH:24][CH:23]=1, predict the reaction product. The product is: [CH3:1][C:2]1[CH:6]=[C:5]([N:7]2[CH2:11][CH2:10][N:9]([CH2:26][C:25]3[CH:24]=[CH:23][C:22]([C:21]([F:20])([F:30])[F:31])=[CH:29][CH:28]=3)[C:8]2=[O:12])[S:4][C:3]=1[C:13]([O:15][CH2:16][CH3:17])=[O:14]. (4) Given the reactants [NH2:1][C:2]1[CH:19]=[CH:18][C:5]([O:6][CH:7]2[CH2:10][N:9]([C:11]([O:13][C:14]([CH3:17])([CH3:16])[CH3:15])=[O:12])[CH2:8]2)=[CH:4][CH:3]=1.C(=O)(O[N:30]1[C:34](=O)[CH2:33][CH2:32][C:31]1=[O:36])O[N:30]1[C:34](=O)[CH2:33][CH2:32][C:31]1=[O:36].Cl.Cl.N1CC([C:44]2[CH:45]=[N:46][CH:47]=[CH:48][CH:49]=2)C1.C(N(C(C)C)CC)(C)C, predict the reaction product. The product is: [N:46]1[CH:47]=[CH:48][CH:49]=[C:44]([CH:33]2[CH2:34][N:30]([C:31]([NH:1][C:2]3[CH:19]=[CH:18][C:5]([O:6][CH:7]4[CH2:10][N:9]([C:11]([O:13][C:14]([CH3:15])([CH3:16])[CH3:17])=[O:12])[CH2:8]4)=[CH:4][CH:3]=3)=[O:36])[CH2:32]2)[CH:45]=1. (5) Given the reactants [CH3:1][S:2](Cl)(=[O:4])=[O:3].[OH:6][CH2:7][CH2:8][O:9][CH:10]1[CH2:27][CH2:26][C:13]2([CH2:18][CH2:17][N:16]([C:19]([O:21][C:22]([CH3:25])([CH3:24])[CH3:23])=[O:20])[CH2:15][CH2:14]2)[CH2:12][CH2:11]1.CCN(CC)CC, predict the reaction product. The product is: [CH3:1][S:2]([O:6][CH2:7][CH2:8][O:9][CH:10]1[CH2:27][CH2:26][C:13]2([CH2:14][CH2:15][N:16]([C:19]([O:21][C:22]([CH3:23])([CH3:24])[CH3:25])=[O:20])[CH2:17][CH2:18]2)[CH2:12][CH2:11]1)(=[O:4])=[O:3]. (6) Given the reactants FC(F)(F)S(O[C:7]1[CH:16]=[CH:15][C:10]([C:11]([O:13][CH3:14])=[O:12])=[CH:9][C:8]=1[C:17]([O:19][CH3:20])=[O:18])(=O)=O.CN(C=O)C.[F:28][C:29]1[CH:34]=[CH:33][CH:32]=[CH:31][C:30]=1B(O)O.C(=O)([O-])[O-].[K+].[K+], predict the reaction product. The product is: [F:28][C:29]1[CH:34]=[CH:33][CH:32]=[CH:31][C:30]=1[C:7]1[C:8]([C:17]([O:19][CH3:20])=[O:18])=[CH:9][C:10]([C:11]([O:13][CH3:14])=[O:12])=[CH:15][CH:16]=1. (7) Given the reactants C([Mg]Cl)(C)C.[Cl-].[Li+].[S:8]1[CH:12]=[CH:11][N:10]=[CH:9]1.[C:13]([C@H:16]1[CH2:21][CH2:20][C@H:19]([C:22]([O:24][CH2:25][CH2:26][CH2:27][CH3:28])=[O:23])[CH2:18][CH2:17]1)(=[O:15])[CH3:14], predict the reaction product. The product is: [OH:15][C:13]([C@H:16]1[CH2:21][CH2:20][C@H:19]([C:22]([O:24][CH2:25][CH2:26][CH2:27][CH3:28])=[O:23])[CH2:18][CH2:17]1)([C:9]1[S:8][CH:12]=[CH:11][N:10]=1)[CH3:14].